From a dataset of Forward reaction prediction with 1.9M reactions from USPTO patents (1976-2016). Predict the product of the given reaction. (1) Given the reactants [Cl:1][C:2]1[CH:3]=[CH:4][C:5]2[O:10][CH2:9][C:8](=[O:11])[O:7][C:6]=2[CH:12]=1.[F:13][C:14]1[CH:28]=[CH:27][C:17]([CH2:18][N:19]2[CH2:24][C@H:23]([CH3:25])[NH:22][CH2:21][C@H:20]2[CH3:26])=[CH:16][CH:15]=1, predict the reaction product. The product is: [Cl:1][C:2]1[CH:3]=[CH:4][C:5]([O:10][CH2:9][C:8]([N:22]2[CH2:21][C@H:20]([CH3:26])[N:19]([CH2:18][C:17]3[CH:27]=[CH:28][C:14]([F:13])=[CH:15][CH:16]=3)[CH2:24][C@H:23]2[CH3:25])=[O:11])=[C:6]([OH:7])[CH:12]=1. (2) Given the reactants [CH2:1]([C:5]1[N:10]=[C:9]([Cl:11])[N:8]=[C:7](Cl)[CH:6]=1)[CH2:2][CH2:3][CH3:4].Cl.[CH2:14]([O:16][CH2:17][CH2:18][CH2:19][NH:20][C:21](=[O:28])[C@H:22]([CH2:24][CH:25]([CH3:27])[CH3:26])[NH2:23])[CH3:15].C(N(CC)C(C)C)(C)C, predict the reaction product. The product is: [CH2:14]([O:16][CH2:17][CH2:18][CH2:19][NH:20][C:21](=[O:28])[CH:22]([NH:23][C:7]1[CH:6]=[C:5]([CH2:1][CH2:2][CH2:3][CH3:4])[N:10]=[C:9]([Cl:11])[N:8]=1)[CH2:24][CH:25]([CH3:26])[CH3:27])[CH3:15]. (3) Given the reactants [CH3:1][O:2][C:3]1[CH:4]=[C:5]([CH:8]=[C:9]([O:13][CH3:14])[C:10]=1[O:11][CH3:12])[CH2:6][Cl:7].C(OC(=O)[NH:21][OH:22])(C)(C)C.C([O-])([O-])=O.[Cs+].[Cs+].Cl, predict the reaction product. The product is: [ClH:7].[CH3:1][O:2][C:3]1[CH:4]=[C:5]([CH:8]=[C:9]([O:13][CH3:14])[C:10]=1[O:11][CH3:12])[CH2:6][O:22][NH2:21].